Predict the reactants needed to synthesize the given product. From a dataset of Full USPTO retrosynthesis dataset with 1.9M reactions from patents (1976-2016). (1) Given the product [O:3]1[C:7]2[CH:8]=[CH:9][C:10]([CH:12]([C:26]3[C:34]4[C:29](=[CH:30][C:31]([CH2:35][OH:36])=[CH:32][CH:33]=4)[N:28]([CH3:37])[CH:27]=3)[C:13]([NH:15][S:16]([C:19]3[CH:20]=[CH:21][C:22]([CH3:25])=[CH:23][CH:24]=3)(=[O:18])=[O:17])=[O:14])=[CH:11][C:6]=2[O:5][CH2:4]1, predict the reactants needed to synthesize it. The reactants are: [BH4-].[Na+].[O:3]1[C:7]2[CH:8]=[CH:9][C:10]([CH:12]([C:26]3[C:34]4[C:29](=[CH:30][C:31]([CH:35]=[O:36])=[CH:32][CH:33]=4)[N:28]([CH3:37])[CH:27]=3)[C:13]([NH:15][S:16]([C:19]3[CH:24]=[CH:23][C:22]([CH3:25])=[CH:21][CH:20]=3)(=[O:18])=[O:17])=[O:14])=[CH:11][C:6]=2[O:5][CH2:4]1. (2) Given the product [NH2:2][C:3]1[CH:8]=[CH:7][C:6]([C:9]2[N:14]3[N:15]=[C:16]([NH:18][C:19]4[CH:24]=[CH:23][CH:22]=[CH:21][CH:20]=4)[N:17]=[C:13]3[CH:12]=[CH:11][CH:10]=2)=[CH:5][C:4]=1[OH:25], predict the reactants needed to synthesize it. The reactants are: Cl.[NH2:2][C:3]1[CH:8]=[CH:7][C:6]([C:9]2[N:14]3[N:15]=[C:16]([NH:18][C:19]4[CH:24]=[CH:23][CH:22]=[CH:21][CH:20]=4)[N:17]=[C:13]3[CH:12]=[CH:11][CH:10]=2)=[CH:5][C:4]=1[O:25]C.B(Br)(Br)Br. (3) Given the product [NH2:26][C:12]([NH:11][C:5]1[CH:6]=[CH:7][C:8]([O:9][CH3:10])=[C:3]([O:2][CH3:1])[CH:4]=1)=[C:13]1[C:18](=[O:19])[O:17][C:16]([CH3:21])([CH3:20])[O:15][C:14]1=[O:22], predict the reactants needed to synthesize it. The reactants are: [CH3:1][O:2][C:3]1[CH:4]=[C:5]([NH:11][C:12](SC)=[C:13]2[C:18](=[O:19])[O:17][C:16]([CH3:21])([CH3:20])[O:15][C:14]2=[O:22])[CH:6]=[CH:7][C:8]=1[O:9][CH3:10].[OH-].[NH4+:26].